Dataset: Reaction yield outcomes from USPTO patents with 853,638 reactions. Task: Predict the reaction yield, written as a fraction of the theoretical maximum amount of product (1.0 means a 100% yield; for example, 0.34 means a 34% yield). (1) The reactants are [CH3:1][O:2][C:3]1[CH:8]=[C:7]([CH2:9][O:10][CH3:11])[CH:6]=[C:5]([O:12][CH3:13])[C:4]=1[C:14]1[N:19]2[N:20]=[C:21]([CH2:26][CH3:27])[C:22]([N+:23]([O-])=O)=[C:18]2[CH:17]=[CH:16][CH:15]=1. The catalyst is [C].[Pd].CO. The product is [CH3:13][O:12][C:5]1[CH:6]=[C:7]([CH2:9][O:10][CH3:11])[CH:8]=[C:3]([O:2][CH3:1])[C:4]=1[C:14]1[N:19]2[N:20]=[C:21]([CH2:26][CH3:27])[C:22]([NH2:23])=[C:18]2[CH:17]=[CH:16][CH:15]=1. The yield is 0.840. (2) The yield is 1.00. The product is [OH:21][N:20]1[C:2](=[O:1])[C@@H:6]([O:7][C:8](=[O:12])[CH:9]([CH3:11])[CH3:10])[C@H:5]([O:13][C:14](=[O:18])[CH:15]([CH3:17])[CH3:16])[C:4]1=[O:3]. The reactants are [O:1]=[C:2]1[C@@H:6]([O:7][C:8](=[O:12])[CH:9]([CH3:11])[CH3:10])[C@H:5]([O:13][C:14](=[O:18])[CH:15]([CH3:17])[CH3:16])[C:4](=O)[O:3]1.[NH2:20][OH:21]. The catalyst is C(OCC)(=O)C.